Dataset: Catalyst prediction with 721,799 reactions and 888 catalyst types from USPTO. Task: Predict which catalyst facilitates the given reaction. (1) Reactant: [C:1]([CH2:3][N:4]1[CH2:9][CH2:8][N:7]([C:10]([O:12][C:13]([CH3:16])([CH3:15])[CH3:14])=[O:11])[CH2:6][C:5]1=[O:17])#[N:2]. Product: [NH2:2][CH2:1][CH2:3][N:4]1[CH2:9][CH2:8][N:7]([C:10]([O:12][C:13]([CH3:15])([CH3:14])[CH3:16])=[O:11])[CH2:6][C:5]1=[O:17]. The catalyst class is: 867. (2) Reactant: [CH2:1]([N:8]1[C:13]([CH3:15])([CH3:14])[CH2:12][O:11][CH:10]([CH3:16])[C:9]1=[O:17])[C:2]1[CH:7]=[CH:6][CH:5]=[CH:4][CH:3]=1.[CH3:18][Si](C)(C)[N-][Si](C)(C)C.[Li+].[CH2:28](I)[CH:29]=C. Product: [CH2:16]([C:10]1([CH3:18])[O:11][CH2:12][C:13]([CH3:14])([CH3:15])[N:8]([CH2:1][C:2]2[CH:3]=[CH:4][CH:5]=[CH:6][CH:7]=2)[C:9]1=[O:17])[CH:28]=[CH2:29]. The catalyst class is: 7. (3) Reactant: Br[C:2]1[CH:3]=[N:4][C:5]([N:8]2[C:16]3[C:11](=[CH:12][CH:13]=[C:14]([C:17]([N:19]4[CH2:24][CH2:23][O:22][CH2:21][CH2:20]4)=[O:18])[CH:15]=3)[C:10]3([CH2:26][CH2:25]3)[CH2:9]2)=[N:6][CH:7]=1.O.C([O-])([O-])=O.[K+].[K+].[C:34]([C:37]1[S:41][C:40](B(O)O)=[CH:39][CH:38]=1)(=[O:36])[CH3:35]. Product: [N:19]1([C:17]([C:14]2[CH:15]=[C:16]3[C:11]([C:10]4([CH2:26][CH2:25]4)[CH2:9][N:8]3[C:5]3[N:4]=[CH:3][C:2]([C:40]4[S:41][C:37]([C:34](=[O:36])[CH3:35])=[CH:38][CH:39]=4)=[CH:7][N:6]=3)=[CH:12][CH:13]=2)=[O:18])[CH2:24][CH2:23][O:22][CH2:21][CH2:20]1. The catalyst class is: 443. (4) The catalyst class is: 4. Product: [Br:1][C:2]1[CH:7]=[C:6]([N+:16]([O-:17])=[O:15])[C:5]([F:8])=[CH:4][C:3]=1[CH3:9]. Reactant: [Br:1][C:2]1[CH:7]=[CH:6][C:5]([F:8])=[CH:4][C:3]=1[CH3:9].F[B-](F)(F)F.[O:15]=[N+:16]=[O:17]. (5) Reactant: [F:1][C:2]1[C:7]([O:8][CH3:9])=[CH:6][C:5]([O:10][CH3:11])=[C:4]([F:12])[C:3]=1[N:13]1[CH2:18][C:17]2[CH:19]=[N:20][C:21]([CH:23]=C)=[CH:22][C:16]=2[N:15]([CH2:25][CH3:26])[C:14]1=[O:27].I([O-])(=O)(=O)=[O:29].[Na+]. Product: [F:1][C:2]1[C:7]([O:8][CH3:9])=[CH:6][C:5]([O:10][CH3:11])=[C:4]([F:12])[C:3]=1[N:13]1[CH2:18][C:17]2[CH:19]=[N:20][C:21]([CH:23]=[O:29])=[CH:22][C:16]=2[N:15]([CH2:25][CH3:26])[C:14]1=[O:27]. The catalyst class is: 785. (6) Reactant: [CH2:1]([O:3][C:4](=[O:29])[CH2:5][CH2:6][CH2:7][O:8][C:9]1[CH:14]=[CH:13][CH:12]=[C:11]([CH2:15][CH2:16][CH2:17][CH2:18][CH2:19][CH2:20]Br)[C:10]=1[CH2:22][CH2:23][C:24]([O:26][CH2:27][CH3:28])=[O:25])[CH3:2].[N+]1([O-:36])C=CC=CC=1.C(=O)(O)[O-].[Na+]. Product: [CH2:1]([O:3][C:4](=[O:29])[CH2:5][CH2:6][CH2:7][O:8][C:9]1[CH:14]=[CH:13][CH:12]=[C:11]([CH2:15][CH2:16][CH2:17][CH2:18][CH2:19][CH:20]=[O:36])[C:10]=1[CH2:22][CH2:23][C:24]([O:26][CH2:27][CH3:28])=[O:25])[CH3:2]. The catalyst class is: 11. (7) Reactant: [Si]([O:8][C@H:9]1[C@@H:13]([O:14][Si:15]([C:18]([CH3:21])([CH3:20])[CH3:19])([CH3:17])[CH3:16])[C@H:12]([N:22]2[CH:27]=[CH:26][C:25](=[O:28])[N:24]([CH2:29][C:30]3[CH:35]=[CH:34][C:33]([O:36][CH3:37])=[CH:32][CH:31]=3)[C:23]2=[O:38])[O:11][CH:10]1[C@H:39]([OH:70])[C@@H:40]([C:63]([O:65]C(C)(C)C)=[O:64])[NH:41][CH2:42][CH2:43][CH2:44][NH:45][C:46](=[O:62])[C@H:47]([C@@H:59]([OH:61])[CH3:60])[NH:48][C:49](=[O:58])[O:50][CH2:51][C:52]1[CH:57]=[CH:56][CH:55]=[CH:54][CH:53]=1)(C(C)(C)C)(C)C.FC(F)(F)C(O)=O. Product: [Si:15]([O:14][C@H:13]1[C@H:12]([N:22]2[CH:27]=[CH:26][C:25](=[O:28])[N:24]([CH2:29][C:30]3[CH:31]=[CH:32][C:33]([O:36][CH3:37])=[CH:34][CH:35]=3)[C:23]2=[O:38])[O:11][CH:10]([C@H:39]([OH:70])[C@@H:40]([C:63]([OH:65])=[O:64])[NH:41][CH2:42][CH2:43][CH2:44][NH:45][C:46](=[O:62])[C@H:47]([C@@H:59]([OH:61])[CH3:60])[NH:48][C:49](=[O:58])[O:50][CH2:51][C:52]2[CH:57]=[CH:56][CH:55]=[CH:54][CH:53]=2)[C@H:9]1[OH:8])([C:18]([CH3:19])([CH3:20])[CH3:21])([CH3:16])[CH3:17]. The catalyst class is: 617. (8) Reactant: ClC(Cl)C.[C:5]([C:9]1[C:10]([C:22]([CH3:25])([CH3:24])[CH3:23])=[C:11]([C:18]([CH3:21])([CH3:20])[CH3:19])[C-:12]([C:14]([CH3:17])([CH3:16])[CH3:15])[CH:13]=1)([CH3:8])([CH3:7])[CH3:6].[CH-:26]1[CH:30]=[CH:29][CH:28]=[CH:27]1.[Fe+2:31].[Br:32][CH2:33][CH2:34][CH2:35][CH2:36][CH2:37][C:38](Cl)=O.[Al+3].[Cl-].[Cl-].[Cl-].Cl.CC[O:48]CC. Product: [Br:32][CH2:33][CH2:34][CH2:35][CH2:36][C:37](=[O:48])[CH2:38][C-:13]1[C:12]([C:14]([CH3:17])([CH3:16])[CH3:15])=[C:11]([C:18]([CH3:21])([CH3:20])[CH3:19])[C:10]([C:22]([CH3:25])([CH3:24])[CH3:23])=[C:9]1[C:5]([CH3:8])([CH3:7])[CH3:6].[CH-:26]1[CH:30]=[CH:29][CH:28]=[CH:27]1.[Fe+2:31]. The catalyst class is: 739. (9) The catalyst class is: 16. Reactant: CS([C:5]1[N:10]=[C:9]([C:11]2[C:12]([O:17][C:18]3[CH:23]=[CH:22][C:21]([NH:24][C:25]4[C:34]5[C:29](=[CH:30][CH:31]=[CH:32][CH:33]=5)[C:28]([C:35]5[CH:40]=[CH:39][CH:38]=[CH:37][CH:36]=5)=[N:27][N:26]=4)=[CH:20][CH:19]=3)=[N:13][CH:14]=[CH:15][CH:16]=2)[CH:8]=[CH:7][N:6]=1)(=O)=O.[CH3:41][N:42]([CH3:49])[CH2:43][C:44]([CH3:48])([CH3:47])[CH2:45][NH2:46]. Product: [CH3:41][N:42]([CH3:49])[CH2:43][C:44]([CH3:48])([CH3:47])[CH2:45][NH:46][C:5]1[N:10]=[C:9]([C:11]2[C:12]([O:17][C:18]3[CH:23]=[CH:22][C:21]([NH:24][C:25]4[C:40]5[C:35](=[CH:36][CH:37]=[CH:38][CH:39]=5)[C:28]([C:29]5[CH:34]=[CH:33][CH:32]=[CH:31][CH:30]=5)=[N:27][N:26]=4)=[CH:20][CH:19]=3)=[N:13][CH:14]=[CH:15][CH:16]=2)[CH:8]=[CH:7][N:6]=1.